Dataset: Catalyst prediction with 721,799 reactions and 888 catalyst types from USPTO. Task: Predict which catalyst facilitates the given reaction. (1) Reactant: O[C:2]1([C:8]2[CH:13]=[CH:12][C:11]([OH:14])=[CH:10][C:9]=2[OH:15])[CH2:7][CH2:6][O:5][CH2:4][CH2:3]1.C(O)(=O)C.C1COCC1.[H][H]. Product: [O:5]1[CH2:4][CH2:3][CH:2]([C:8]2[CH:13]=[CH:12][C:11]([OH:14])=[CH:10][C:9]=2[OH:15])[CH2:7][CH2:6]1. The catalyst class is: 153. (2) The catalyst class is: 3. Reactant: [CH:1]1([N:6]2[CH2:12][C:11]3([CH2:15][CH2:14][CH2:13]3)[C:10](=[O:16])[N:9]([CH3:17])[C:8]3[CH:18]=[N:19][C:20]([NH:22][C:23]4[CH:31]=[CH:30][C:26]([C:27](O)=[O:28])=[CH:25][C:24]=4[F:32])=[N:21][C:7]2=3)[CH2:5][CH2:4][CH2:3][CH2:2]1.CCN(C(C)C)C(C)C.CN(C(ON1N=NC2C=CC=CC1=2)=[N+](C)C)C.[B-](F)(F)(F)F.[NH2:64][N:65]1[CH2:70][CH2:69][N:68]([CH3:71])[CH2:67][CH2:66]1. Product: [CH:1]1([N:6]2[CH2:12][C:11]3([CH2:13][CH2:14][CH2:15]3)[C:10](=[O:16])[N:9]([CH3:17])[C:8]3[CH:18]=[N:19][C:20]([NH:22][C:23]4[CH:31]=[CH:30][C:26]([C:27]([NH:64][N:65]5[CH2:70][CH2:69][N:68]([CH3:71])[CH2:67][CH2:66]5)=[O:28])=[CH:25][C:24]=4[F:32])=[N:21][C:7]2=3)[CH2:2][CH2:3][CH2:4][CH2:5]1. (3) Reactant: [OH:1][C:2]1[C:11]2[C:6](=[CH:7][CH:8]=[C:9]([CH2:12][N:13]3[CH2:18][CH2:17][O:16][CH2:15][CH2:14]3)[CH:10]=2)[N:5]=[N:4][C:3]=1[C:19]([O:21]CC)=O.[Cl:24][C:25]1[CH:32]=[CH:31][C:28]([CH2:29][NH2:30])=[CH:27][CH:26]=1. Product: [Cl:24][C:25]1[CH:32]=[CH:31][C:28]([CH2:29][NH:30][C:19]([C:3]2[N:4]=[N:5][C:6]3[C:11]([C:2]=2[OH:1])=[CH:10][C:9]([CH2:12][N:13]2[CH2:14][CH2:15][O:16][CH2:17][CH2:18]2)=[CH:8][CH:7]=3)=[O:21])=[CH:27][CH:26]=1. The catalyst class is: 28. (4) Reactant: [CH3:1][C:2]1[CH:7]=[C:6]([CH3:8])[CH:5]=[CH:4][C:3]=1[C:9]1[C:18]2[C:13](=[CH:14][CH:15]=[CH:16][CH:17]=2)[C:12](=[O:19])[N:11]([CH3:20])[C:10]=1[C:21](O)=O.S(Cl)([Cl:26])=O.[BH4-].[Na+]. Product: [Cl:26][CH2:21][C:10]1[N:11]([CH3:20])[C:12](=[O:19])[C:13]2[C:18]([C:9]=1[C:3]1[CH:4]=[CH:5][C:6]([CH3:8])=[CH:7][C:2]=1[CH3:1])=[CH:17][CH:16]=[CH:15][CH:14]=2. The catalyst class is: 5. (5) Reactant: Cl[C:2]1[CH:7]=[CH:6][N:5]=[CH:4][C:3]=1[C:8]1[CH:13]=[CH:12][CH:11]=[CH:10][CH:9]=1.[N+:14]([C:17]1[CH:22]=[CH:21][C:20]([OH:23])=[CH:19][CH:18]=1)([O-:16])=[O:15].CCN(C(C)C)C(C)C.CN1CCCC1=O. Product: [N+:14]([C:17]1[CH:22]=[CH:21][C:20]([O:23][C:2]2[CH:7]=[CH:6][N:5]=[CH:4][C:3]=2[C:8]2[CH:13]=[CH:12][CH:11]=[CH:10][CH:9]=2)=[CH:19][CH:18]=1)([O-:16])=[O:15]. The catalyst class is: 6. (6) Reactant: [CH3:1][O:2][C:3]1[CH:8]=[CH:7][C:6]([S:9]([NH2:12])(=[O:11])=[O:10])=[CH:5][C:4]=1[CH2:13][OH:14].CO[CH:17](OC)[N:18]([CH3:20])[CH3:19]. Product: [CH3:1][O:2][C:3]1[CH:8]=[CH:7][C:6]([S:9]([N:12]=[CH:17][N:18]([CH3:20])[CH3:19])(=[O:11])=[O:10])=[CH:5][C:4]=1[CH2:13][OH:14]. The catalyst class is: 9. (7) Reactant: [Cl:1][C:2]1[C:3]([CH:17]=O)=[C:4]2[N:10]([CH:11]([CH2:14][CH3:15])[CH2:12][CH3:13])[C:9]([OH:16])=[N:8][C:5]2=[N:6][CH:7]=1.CCN(C(C)C)C(C)C.Cl.[NH2:29][OH:30]. Product: [Cl:1][C:2]1[C:3](/[CH:17]=[N:29]/[OH:30])=[C:4]2[N:10]([CH:11]([CH2:14][CH3:15])[CH2:12][CH3:13])[C:9]([OH:16])=[N:8][C:5]2=[N:6][CH:7]=1. The catalyst class is: 2.